This data is from Full USPTO retrosynthesis dataset with 1.9M reactions from patents (1976-2016). The task is: Predict the reactants needed to synthesize the given product. (1) The reactants are: [C:1]([C:3]1[C:4]([NH2:10])=[N:5][C:6]([NH2:9])=[CH:7][CH:8]=1)#[CH:2].[C:11](Cl)(=[N:13][OH:14])[CH3:12].[N:16]1[CH:21]=[CH:20][CH:19]=[CH:18][C:17]=1[O:22][C:23]1[CH:28]=[CH:27][CH:26]=[CH:25][CH:24]=1.C(N(CC)CC)C. Given the product [N:16]1[CH:21]=[CH:20][CH:19]=[CH:18][C:17]=1[O:22][C:23]1[CH:24]=[CH:25][C:26]([CH2:12][C:11]2[CH:2]=[C:1]([C:3]3[C:4]([NH2:10])=[N:5][C:6]([NH2:9])=[CH:7][CH:8]=3)[O:14][N:13]=2)=[CH:27][CH:28]=1, predict the reactants needed to synthesize it. (2) Given the product [C:38]([C:35]1[CH:34]=[CH:33][C:32]([CH2:31][N:24]2[C:25](=[O:30])[N:26]([CH2:27][CH2:28][CH3:29])[C:22]([CH:17]([O:16][C:14]([C:13]3[CH:12]=[CH:11][C:10]([S:9][C:7]([CH3:44])([CH3:8])[C:6]([OH:45])=[O:5])=[CH:43][CH:42]=3)=[O:15])[C:18]([F:20])([F:19])[F:21])=[N:23]2)=[CH:37][CH:36]=1)([CH3:39])([CH3:40])[CH3:41], predict the reactants needed to synthesize it. The reactants are: C([O:5][C:6](=[O:45])[C:7]([CH3:44])([S:9][C:10]1[CH:43]=[CH:42][C:13]([C:14]([O:16][CH:17]([C:22]2[N:26]([CH2:27][CH2:28][CH3:29])[C:25](=[O:30])[N:24]([CH2:31][C:32]3[CH:37]=[CH:36][C:35]([C:38]([CH3:41])([CH3:40])[CH3:39])=[CH:34][CH:33]=3)[N:23]=2)[C:18]([F:21])([F:20])[F:19])=[O:15])=[CH:12][CH:11]=1)[CH3:8])(C)(C)C.Cl.O1CCOCC1. (3) Given the product [Cl:1][C:2]1[C:3]([F:29])=[C:4]([N:8]2[C:15](=[O:17])[C:14]3[CH:13]=[CH:12][N:11]([CH:18]([CH3:20])[CH3:19])[C:10]=3[CH:9]2[C:21]2[CH:26]=[CH:25][C:24]([Cl:27])=[CH:23][C:22]=2[CH3:28])[CH:5]=[CH:6][CH:7]=1, predict the reactants needed to synthesize it. The reactants are: [Cl:1][C:2]1[C:3]([F:29])=[C:4]([NH:8][CH:9]([C:21]2[CH:26]=[CH:25][C:24]([Cl:27])=[CH:23][C:22]=2[CH3:28])[C:10]2[N:11]([CH:18]([CH3:20])[CH3:19])[CH:12]=[CH:13][C:14]=2[C:15]([OH:17])=O)[CH:5]=[CH:6][CH:7]=1.CN(C(ON1N=NC2C=CC=NC1=2)=[N+](C)C)C.F[P-](F)(F)(F)(F)F.CN1CCOCC1. (4) Given the product [F:22][C:10]1[CH:9]=[C:8]2[C:3]([C:4](=[O:21])[CH2:5][CH:6]([C:12]3[CH:17]=[CH:16][C:15]([O:18][CH3:19])=[C:14]([OH:20])[CH:13]=3)[O:7]2)=[C:2]([OH:1])[CH:11]=1, predict the reactants needed to synthesize it. The reactants are: [OH:1][C:2]1[CH:11]=[CH:10][CH:9]=[C:8]2[C:3]=1[C:4](=[O:21])[CH2:5][CH:6]([C:12]1[CH:17]=[CH:16][C:15]([O:18][CH3:19])=[C:14]([OH:20])[CH:13]=1)[O:7]2.[F:22]C1C=C(O)C(C(=O)C)=C(O)C=1. (5) Given the product [S:20]1[CH:21]=[CH:22][N:23]=[C:19]1[NH:18][S:14]([C:9]1[C:10]2[C:5](=[C:4]([NH:3][CH:1]=[O:2])[CH:13]=[CH:12][CH:11]=2)[CH:6]=[CH:7][CH:8]=1)(=[O:16])=[O:15], predict the reactants needed to synthesize it. The reactants are: [CH:1]([NH:3][C:4]1[CH:13]=[CH:12][CH:11]=[C:10]2[C:5]=1[CH:6]=[CH:7][CH:8]=[C:9]2[S:14](Cl)(=[O:16])=[O:15])=[O:2].[NH2:18][C:19]1[S:20][CH:21]=[CH:22][N:23]=1. (6) Given the product [S:14]([O-:17])([O:2][P:1]([F:5])([F:4])=[O:3])(=[O:16])=[O:15].[Li+:6], predict the reactants needed to synthesize it. The reactants are: [P:1]([F:5])([F:4])([O-:3])=[O:2].[Li+:6].C(=O)(OC)OC.Cl[S:14]([OH:17])(=[O:16])=[O:15].